The task is: Predict the reaction yield, written as a fraction of the theoretical maximum amount of product (1.0 means a 100% yield; for example, 0.34 means a 34% yield).. This data is from Reaction yield outcomes from USPTO patents with 853,638 reactions. The product is [CH3:19][S:15][C:12]1[NH:13][CH:14]=[C:9]([CH2:8][C:5]2[CH:4]=[CH:3][C:2](=[O:1])[NH:7][CH:6]=2)[C:10](=[O:16])[N:11]=1. The yield is 0.159. The reactants are [O:1]=[C:2]1[NH:7][CH:6]=[C:5]([CH2:8][C:9]2[C:10](=[O:16])[NH:11][C:12](=[S:15])[NH:13][CH:14]=2)[CH:4]=[CH:3]1.[OH-].[K+].[CH3:19]I. The catalyst is C(O)C.